This data is from Full USPTO retrosynthesis dataset with 1.9M reactions from patents (1976-2016). The task is: Predict the reactants needed to synthesize the given product. (1) Given the product [CH3:1][O:2][C:3]([C:5]1[CH:9]=[C:8]([Br:10])[N:7]([CH:11]([CH3:13])[CH3:12])[C:6]=1[CH:14]([C:16]1[CH:21]=[CH:20][C:19]([Cl:22])=[CH:18][CH:17]=1)[NH:29][C:28]1[N:24]([CH3:23])[N:25]=[C:26]([CH3:30])[CH:27]=1)=[O:4], predict the reactants needed to synthesize it. The reactants are: [CH3:1][O:2][C:3]([C:5]1[CH:9]=[C:8]([Br:10])[N:7]([CH:11]([CH3:13])[CH3:12])[C:6]=1[CH:14]([C:16]1[CH:21]=[CH:20][C:19]([Cl:22])=[CH:18][CH:17]=1)O)=[O:4].[CH3:23][N:24]1[C:28]([NH2:29])=[CH:27][C:26]([CH3:30])=[N:25]1.C(OC(C1C=CN(C(C)C)C=1C(C1C=CC(Cl)=CC=1)O)=O)C.NC1C(=O)N(C)C=C(Cl)C=1. (2) Given the product [CH2:24]([C:10]1[CH:9]=[C:8]([C:11]2[CH:12]=[CH:13][CH:14]=[CH:15][CH:16]=2)[CH:7]=[CH:6][C:5]=1[OH:4])[CH:19]=[CH2:20], predict the reactants needed to synthesize it. The reactants are: C([O:4][C:5]1[CH:10]=[CH:9][C:8]([C:11]2[CH:16]=[CH:15][CH:14]=[CH:13][CH:12]=2)=[CH:7][CH:6]=1)C=C.CN(C)[C:19]1[CH:24]=CC=C[CH:20]=1. (3) Given the product [Cl:17][C:18]1[CH:23]=[CH:22][C:21]([O:1][CH2:2][CH2:3][CH:4]2[CH2:5][CH2:6][NH:7][CH2:8][CH2:9]2)=[CH:20][CH:19]=1, predict the reactants needed to synthesize it. The reactants are: [OH:1][CH2:2][CH2:3][CH:4]1[CH2:9][CH2:8][N:7](C(OC(C)(C)C)=O)[CH2:6][CH2:5]1.[Cl:17][C:18]1[CH:23]=[CH:22][C:21](O)=[CH:20][CH:19]=1. (4) The reactants are: [C:1]1([CH:7]([C:18]2[CH:23]=[CH:22][CH:21]=[CH:20][CH:19]=2)[N:8]2[CH2:13][CH2:12][CH:11]([CH2:14][CH2:15][CH2:16]O)[CH2:10][CH2:9]2)[CH:6]=[CH:5][CH:4]=[CH:3][CH:2]=1.C1(P(C2C=CC=CC=2)C2C=CC=CC=2)C=CC=CC=1.[C:43]1(=[O:53])[NH:47][C:46](=[O:48])[C:45]2=[CH:49][CH:50]=[CH:51][CH:52]=[C:44]12. Given the product [C:1]1([CH:7]([C:18]2[CH:23]=[CH:22][CH:21]=[CH:20][CH:19]=2)[N:8]2[CH2:13][CH2:12][CH:11]([CH2:14][CH2:15][CH2:16][N:47]3[C:43](=[O:53])[C:44]4[C:45](=[CH:49][CH:50]=[CH:51][CH:52]=4)[C:46]3=[O:48])[CH2:10][CH2:9]2)[CH:2]=[CH:3][CH:4]=[CH:5][CH:6]=1, predict the reactants needed to synthesize it. (5) The reactants are: Cl.[CH2:2]([CH:4]1[CH2:9][NH:8][CH2:7][CH2:6][NH:5]1)[CH3:3].[Cl:10][C:11]1[CH:12]=[CH:13][C:14]2[CH:18]=[C:17]([S:19](Cl)(=[O:21])=[O:20])[S:16][C:15]=2[CH:23]=1.C(N(CC)CC)C. Given the product [Cl:10][C:11]1[CH:12]=[CH:13][C:14]2[CH:18]=[C:17]([S:19]([N:8]3[CH2:7][CH2:6][NH:5][CH:4]([CH2:2][CH3:3])[CH2:9]3)(=[O:21])=[O:20])[S:16][C:15]=2[CH:23]=1, predict the reactants needed to synthesize it. (6) The reactants are: [CH3:1][C:2]1([CH3:33])[C:11]2[CH:10]=[C:9]([Se:12][C:13]#[C:14][C:15]3[CH:24]=[CH:23][C:18]([C:19]([O:21]C)=[O:20])=[C:17]([OH:25])[CH:16]=3)[CH:8]=[CH:7][C:6]=2[C:5]([C:26]2[CH:31]=[CH:30][C:29]([CH3:32])=[CH:28][CH:27]=2)=[CH:4][CH2:3]1.[OH-].[Na+].Cl. Given the product [CH3:1][C:2]1([CH3:33])[C:11]2[CH:10]=[C:9]([Se:12][C:13]#[C:14][C:15]3[CH:24]=[CH:23][C:18]([C:19]([OH:21])=[O:20])=[C:17]([OH:25])[CH:16]=3)[CH:8]=[CH:7][C:6]=2[C:5]([C:26]2[CH:27]=[CH:28][C:29]([CH3:32])=[CH:30][CH:31]=2)=[CH:4][CH2:3]1, predict the reactants needed to synthesize it. (7) Given the product [CH2:57]([O:60][NH:61][C:42]([C@@H:41]([N:45]1[CH2:50][CH2:49][N:48]([C:51](=[O:55])[CH:52]([CH3:53])[CH3:54])[CH2:47][CH2:46]1)[CH2:40][NH:39][C:37](=[O:38])[O:36][C:32]([CH3:33])([CH3:34])[CH3:35])=[O:43])[CH:58]=[CH2:59], predict the reactants needed to synthesize it. The reactants are: [B-](F)(F)(F)F.CN(C(ON1N=NC2C1=CC=CC=2)=[N+](C)C)C.C(N(C(C)C)CC)(C)C.[C:32]([O:36][C:37]([NH:39][CH2:40][C@H:41]([N:45]1[CH2:50][CH2:49][N:48]([C:51](=[O:55])[CH:52]([CH3:54])[CH3:53])[CH2:47][CH2:46]1)[C:42](O)=[O:43])=[O:38])([CH3:35])([CH3:34])[CH3:33].Cl.[CH2:57]([O:60][NH2:61])[CH:58]=[CH2:59].C(=O)([O-])O.[Na+].